From a dataset of NCI-60 drug combinations with 297,098 pairs across 59 cell lines. Regression. Given two drug SMILES strings and cell line genomic features, predict the synergy score measuring deviation from expected non-interaction effect. (1) Drug 1: C1CC(C1)(C(=O)O)C(=O)O.[NH2-].[NH2-].[Pt+2]. Drug 2: C(CC(=O)O)C(=O)CN.Cl. Cell line: SF-539. Synergy scores: CSS=-0.589, Synergy_ZIP=-1.88, Synergy_Bliss=-1.43, Synergy_Loewe=-3.27, Synergy_HSA=-2.94. (2) Drug 1: C(=O)(N)NO. Drug 2: CCCCC(=O)OCC(=O)C1(CC(C2=C(C1)C(=C3C(=C2O)C(=O)C4=C(C3=O)C=CC=C4OC)O)OC5CC(C(C(O5)C)O)NC(=O)C(F)(F)F)O. Cell line: DU-145. Synergy scores: CSS=19.3, Synergy_ZIP=0.862, Synergy_Bliss=1.49, Synergy_Loewe=-8.53, Synergy_HSA=1.26. (3) Drug 1: CC=C1C(=O)NC(C(=O)OC2CC(=O)NC(C(=O)NC(CSSCCC=C2)C(=O)N1)C(C)C)C(C)C. Drug 2: CC1CCC2CC(C(=CC=CC=CC(CC(C(=O)C(C(C(=CC(C(=O)CC(OC(=O)C3CCCCN3C(=O)C(=O)C1(O2)O)C(C)CC4CCC(C(C4)OC)OCCO)C)C)O)OC)C)C)C)OC. Cell line: BT-549. Synergy scores: CSS=40.9, Synergy_ZIP=-0.653, Synergy_Bliss=1.27, Synergy_Loewe=-29.5, Synergy_HSA=0.695.